From a dataset of Full USPTO retrosynthesis dataset with 1.9M reactions from patents (1976-2016). Predict the reactants needed to synthesize the given product. (1) Given the product [CH3:33][N:30]1[C:11]2=[C:12]3[CH:17]=[C:16]([C:18]4[N:19]=[C:20]([CH2:24][CH2:25][NH:26][C:27](=[O:29])[CH3:28])[CH:21]=[CH:22][CH:23]=4)[NH:15][C:13]3=[N:14][C:9]([NH:7][CH3:6])=[C:10]2[N:32]=[CH:31]1, predict the reactants needed to synthesize it. The reactants are: C(O[C:6](=O)[N:7]([C:9]1[N:14]=[C:13]2[NH:15][C:16]([C:18]3[CH:23]=[CH:22][CH:21]=[C:20]([CH2:24][CH2:25][NH:26][C:27](=[O:29])[CH3:28])[N:19]=3)=[CH:17][C:12]2=[C:11]2[N:30]([CH3:33])[CH:31]=[N:32][C:10]=12)C)(C)(C)C.FC(F)(F)C(O)=O.CN1C(=O)CCC1. (2) Given the product [NH2:1][C:2]1[C:11]([CH2:21][CH2:20][CH3:29])=[CH:10][C:5]([C:6]([O:8][CH3:9])=[O:7])=[C:4]([Cl:12])[C:3]=1[C:13]#[C:14][Si:15]([CH3:16])([CH3:18])[CH3:17], predict the reactants needed to synthesize it. The reactants are: [NH2:1][C:2]1[CH:11]=[CH:10][C:5]([C:6]([O:8][CH3:9])=[O:7])=[C:4]([Cl:12])[C:3]=1[C:13]#[C:14][Si:15]([CH3:18])([CH3:17])[CH3:16].N[C:20]1[C:29](CCC)=CC(C(OC)=O)=C(Cl)[C:21]=1I.NC1C=CC(C(OC)=O)=C(Cl)C=1I.NC1C(I)=CC(C(OC)=O)=C(Cl)C=1. (3) Given the product [Br:1][C:2]1[CH:7]=[CH:6][C:5]([CH:8]([C:10]2([C:13]([F:16])([F:15])[F:14])[CH2:12][CH2:11]2)[OH:9])=[C:4]([Cl:17])[C:3]=1[Cl:18], predict the reactants needed to synthesize it. The reactants are: [Br:1][C:2]1[CH:7]=[CH:6][C:5]([C:8]([C:10]2([C:13]([F:16])([F:15])[F:14])[CH2:12][CH2:11]2)=[O:9])=[C:4]([Cl:17])[C:3]=1[Cl:18].[BH4-].[Na+]. (4) Given the product [F:1][C:2]1[CH:22]=[CH:21][C:5]([CH2:6][O:7][C:8]2[CH:17]=[C:16]3[C:11]([CH:12]=[C:13]([C@@H:18]([OH:20])[CH3:19])[CH:14]=[N:15]3)=[CH:10][CH:9]=2)=[CH:4][CH:3]=1, predict the reactants needed to synthesize it. The reactants are: [F:1][C:2]1[CH:22]=[CH:21][C:5]([CH2:6][O:7][C:8]2[CH:17]=[C:16]3[C:11]([CH:12]=[C:13]([C:18](=[O:20])[CH3:19])[CH:14]=[N:15]3)=[CH:10][CH:9]=2)=[CH:4][CH:3]=1.B1(C)OC(C2C=CC=CC=2)(C2C=CC=CC=2)[C@H]2N1CCC2.CSC. (5) The reactants are: O=P(Cl)(Cl)Cl.[CH:6]1([N:12]([CH3:22])[C:13]([NH:15][CH:16]2[CH2:21][CH2:20][CH2:19][CH2:18][CH2:17]2)=O)[CH2:11][CH2:10][CH2:9][CH2:8][CH2:7]1.[CH2:23]([NH:27][CH3:28])[CH2:24][CH2:25][CH3:26].[OH-].[Na+]. Given the product [CH2:23]([N:27]([CH3:28])[C:13]([N:12]([CH:6]1[CH2:11][CH2:10][CH2:9][CH2:8][CH2:7]1)[CH3:22])=[N:15][CH:16]1[CH2:21][CH2:20][CH2:19][CH2:18][CH2:17]1)[CH2:24][CH2:25][CH3:26], predict the reactants needed to synthesize it. (6) Given the product [CH3:9][C:1]1[CH:6]=[CH:5][CH:4]=[CH:3][C:2]=1[CH:7]([OH:8])[C:14]1[CH:15]=[CH:16][C:11]([Cl:10])=[CH:12][CH:13]=1, predict the reactants needed to synthesize it. The reactants are: [C:1]1([CH3:9])[C:2]([CH:7]=[O:8])=[CH:3][CH:4]=[CH:5][CH:6]=1.[Cl:10][C:11]1[CH:16]=[CH:15][C:14]([Mg]Br)=[CH:13][CH:12]=1.ClC1C=C(Cl)C=CC=1C(O)C1C=CC(Cl)=CC=1. (7) Given the product [CH3:38][O:37][C@H:34]1[CH2:35][CH2:36][C@H:32]([CH2:31][C:30]([NH:27][C@H:24]2[CH2:25][CH2:26][C@H:21]([CH2:20][CH2:19][N:16]3[CH2:17][CH2:18][N:13]([C:8]4[C:7]5[CH:6]=[CH:5][S:4][C:12]=5[CH:11]=[CH:10][N:9]=4)[CH2:14][CH2:15]3)[CH2:22][CH2:23]2)=[O:29])[CH2:33]1, predict the reactants needed to synthesize it. The reactants are: Cl.Cl.Cl.[S:4]1[C:12]2[CH:11]=[CH:10][N:9]=[C:8]([N:13]3[CH2:18][CH2:17][N:16]([CH2:19][CH2:20][C@H:21]4[CH2:26][CH2:25][C@H:24]([NH2:27])[CH2:23][CH2:22]4)[CH2:15][CH2:14]3)[C:7]=2[CH:6]=[CH:5]1.C[O:29][C:30](=O)[CH2:31][C@H:32]1[CH2:36][CH2:35][C@H:34]([O:37][CH3:38])[CH2:33]1.